This data is from Full USPTO retrosynthesis dataset with 1.9M reactions from patents (1976-2016). The task is: Predict the reactants needed to synthesize the given product. (1) Given the product [CH3:1][O:2][C:3]1[CH:8]=[CH:7][CH:6]=[CH:5][C:4]=1[C:15]1[CH:20]=[CH:19][C:18]([CH3:21])=[CH:17][CH:16]=1, predict the reactants needed to synthesize it. The reactants are: [CH3:1][O:2][C:3]1[CH:8]=[CH:7][CH:6]=[CH:5][C:4]=1B(O)O.[F-].[K+].Cl[C:15]1[CH:20]=[CH:19][C:18]([CH3:21])=[CH:17][CH:16]=1. (2) Given the product [Cl:11][C:9]1[C:8]([F:12])=[CH:7][C:3]([C:4]([OH:6])=[O:5])=[C:2]([NH:18][C:17]2[CH:19]=[CH:20][C:14]([F:13])=[CH:15][CH:16]=2)[N:10]=1, predict the reactants needed to synthesize it. The reactants are: Cl[C:2]1[N:10]=[C:9]([Cl:11])[C:8]([F:12])=[CH:7][C:3]=1[C:4]([OH:6])=[O:5].[F:13][C:14]1[CH:20]=[CH:19][C:17]([NH2:18])=[CH:16][CH:15]=1.C[Si]([N-][Si](C)(C)C)(C)C.[Li+]. (3) Given the product [NH:1]1[CH:5]=[CH:4][C:3]([CH2:6][CH2:7][C:8]([O:10][CH2:11][CH2:12][CH2:13][CH3:14])=[O:9])=[CH:2]1, predict the reactants needed to synthesize it. The reactants are: [NH:1]1[CH:5]=[CH:4][C:3](/[CH:6]=[CH:7]/[C:8]([O:10][CH2:11][CH2:12][CH2:13][CH3:14])=[O:9])=[CH:2]1. (4) Given the product [Br:23][C:21]1[CH:20]=[CH:19][C:18]([O:24][CH2:25][C:26]2[CH:31]=[CH:30][C:29]([F:32])=[CH:28][C:27]=2[F:33])=[C:17]([C:12]2[N:11]([C:9]3[CH:8]=[N:7][CH:6]=[C:5]([CH:10]=3)[C:4]([OH:34])=[O:3])[C:15]([CH3:16])=[CH:14][CH:13]=2)[CH:22]=1, predict the reactants needed to synthesize it. The reactants are: C([O:3][C:4](=[O:34])[C:5]1[CH:10]=[C:9]([N:11]2[C:15]([CH3:16])=[CH:14][CH:13]=[C:12]2[C:17]2[CH:22]=[C:21]([Br:23])[CH:20]=[CH:19][C:18]=2[O:24][CH2:25][C:26]2[CH:31]=[CH:30][C:29]([F:32])=[CH:28][C:27]=2[F:33])[CH:8]=[N:7][CH:6]=1)C.[OH-].[Na+].CCO. (5) Given the product [CH3:21][N:17]([CH2:15][CH3:16])[C:18]([O:1][C:2]1[CH:11]=[C:10]2[C:5]([CH2:6][CH2:7][N:8]([CH2:12][C:13]#[CH:14])[CH2:9]2)=[CH:4][CH:3]=1)=[O:19], predict the reactants needed to synthesize it. The reactants are: [OH:1][C:2]1[CH:11]=[C:10]2[C:5]([CH2:6][CH2:7][N:8]([CH2:12][C:13]#[CH:14])[CH2:9]2)=[CH:4][CH:3]=1.[CH2:15]([N:17]([CH3:21])[C:18](Cl)=[O:19])[CH3:16]. (6) Given the product [Cl:1][C:2]1[C:7]([S:8]([N:11]([CH3:12])[CH3:13])(=[O:10])=[O:9])=[C:6]([OH:14])[C:5]([NH:15][C:16]2[C:19](=[O:20])[C:18](=[O:21])[C:17]=2[NH:45][C@@H:42]([C@H:40]2[CH2:39][CH2:38][C@@H:37]([CH3:36])[O:41]2)[CH2:43][CH3:44])=[CH:4][CH:3]=1, predict the reactants needed to synthesize it. The reactants are: [Cl:1][C:2]1[C:7]([S:8]([N:11]([CH3:13])[CH3:12])(=[O:10])=[O:9])=[C:6]([OH:14])[C:5]([NH:15][C:16]2[C:19](=[O:20])[C:18](=[O:21])[C:17]=2OCC)=[CH:4][CH:3]=1.C1(C)C=CC(S(O)(=O)=O)=CC=1.[CH3:36][C@H:37]1[O:41][C@@H:40]([C@H:42]([NH2:45])[CH2:43][CH3:44])[CH2:39][CH2:38]1.CCN(CC)CC.